From a dataset of Reaction yield outcomes from USPTO patents with 853,638 reactions. Predict the reaction yield, written as a fraction of the theoretical maximum amount of product (1.0 means a 100% yield; for example, 0.34 means a 34% yield). (1) The yield is 0.980. The product is [ClH:18].[NH2:40][CH2:39][CH2:38][NH:37][C:36]1[C:32]([C:27]2[N:26]([C:21]3[CH:22]=[CH:23][C:24]([F:25])=[C:19]([Cl:18])[CH:20]=3)[C:30](=[O:31])[O:29][N:28]=2)=[N:33][O:34][N:35]=1. No catalyst specified. The reactants are C([SiH](C(C)C)C(C)C)(C)C.FC(F)(F)C(O)=O.[Cl:18][C:19]1[CH:20]=[C:21]([N:26]2[C:30](=[O:31])[O:29][N:28]=[C:27]2[C:32]2[C:36]([NH:37][CH2:38][CH2:39][NH:40]C(C3C=CC=CC=3)(C3C=CC=CC=3)C3C=CC=CC=3)=[N:35][O:34][N:33]=2)[CH:22]=[CH:23][C:24]=1[F:25]. (2) The reactants are [CH2:1]([O:3][C:4]1[CH:12]=[C:11]2[C:7]([CH:8]=[CH:9][NH:10]2)=[CH:6][C:5]=1[OH:13])[CH3:2].Cl[C:15]1[CH:20]=[CH:19][N:18]=[C:17]([NH:21][C:22](=[O:24])[CH3:23])[CH:16]=1.CC(C)([O-])C.[K+].O. The catalyst is CS(C)=O.C(OCC)(=O)C. The product is [CH2:1]([O:3][C:4]1[CH:12]=[C:11]2[C:7]([CH:8]=[CH:9][NH:10]2)=[CH:6][C:5]=1[O:13][C:15]1[CH:20]=[CH:19][N:18]=[C:17]([NH:21][C:22](=[O:24])[CH3:23])[CH:16]=1)[CH3:2]. The yield is 0.580. (3) The reactants are [F:1][C:2]1[CH:7]=[CH:6][C:5]([C:8]2[N:12]([S:13]([C:16]3[CH:21]=[CH:20][CH:19]=[CH:18][CH:17]=3)(=[O:15])=[O:14])[C:11]([CH3:22])=[C:10]([CH2:23][OH:24])[CH:9]=2)=[CH:4][CH:3]=1.C[N+]1([O-])CCOCC1. The catalyst is C(#N)C.[Ru]([O-])(=O)(=O)=O.C([N+](CCC)(CCC)CCC)CC. The product is [F:1][C:2]1[CH:3]=[CH:4][C:5]([C:8]2[N:12]([S:13]([C:16]3[CH:21]=[CH:20][CH:19]=[CH:18][CH:17]=3)(=[O:15])=[O:14])[C:11]([CH3:22])=[C:10]([CH:23]=[O:24])[CH:9]=2)=[CH:6][CH:7]=1. The yield is 0.660. (4) The reactants are [C:1]([O:4][CH2:5][C:6]1[C:11]([N:12]2[C:18](=[O:19])[C:17]3[C:20]([F:27])=[CH:21][C:22]([CH:24]4[CH2:26][CH2:25]4)=[CH:23][C:16]=3[O:15][CH2:14][CH2:13]2)=[CH:10][CH:9]=[CH:8][C:7]=1[C:28]1[CH:33]=[CH:32][N:31]=[C:30]([NH2:34])[C:29]=1[N+:35]([O-])=O)(=[O:3])[CH3:2]. The catalyst is CO.[C].[Pd]. The product is [C:1]([O:4][CH2:5][C:6]1[C:7]([C:28]2[CH:33]=[CH:32][N:31]=[C:30]([NH2:34])[C:29]=2[NH2:35])=[CH:8][CH:9]=[CH:10][C:11]=1[N:12]1[C:18](=[O:19])[C:17]2[C:20]([F:27])=[CH:21][C:22]([CH:24]3[CH2:25][CH2:26]3)=[CH:23][C:16]=2[O:15][CH2:14][CH2:13]1)(=[O:3])[CH3:2]. The yield is 1.00. (5) The reactants are Cl.[CH3:2][O:3][C:4]1[N:5]=[C:6]2[C:11](=[CH:12][CH:13]=1)[N:10]=[CH:9][CH:8]=[C:7]2[N:14]1[CH2:18][CH2:17][CH:16]([S:19][CH2:20][CH2:21][NH2:22])[CH2:15]1.C(N(CC)CC)C.[O:30]=[C:31]1[NH:36][C:35]2[CH:37]=[C:38]([S:41](Cl)(=[O:43])=[O:42])[CH:39]=[CH:40][C:34]=2[S:33][CH2:32]1.C(=O)(O)[O-].[Na+]. The catalyst is C(Cl)Cl.CO.C(Cl)(Cl)Cl. The product is [CH3:2][O:3][C:4]1[N:5]=[C:6]2[C:11](=[CH:12][CH:13]=1)[N:10]=[CH:9][CH:8]=[C:7]2[N:14]1[CH2:18][CH2:17][CH:16]([S:19][CH2:20][CH2:21][NH:22][S:41]([C:38]2[CH:39]=[CH:40][C:34]3[S:33][CH2:32][C:31](=[O:30])[NH:36][C:35]=3[CH:37]=2)(=[O:43])=[O:42])[CH2:15]1. The yield is 0.610. (6) The reactants are [CH2:1]([NH:8][C:9]([C:11]1[S:15][C:14]([N:16]2[CH2:20][CH2:19][NH:18][C:17]2=[O:21])=[N:13][C:12]=1[CH3:22])=[O:10])[C:2]1[CH:7]=[CH:6][CH:5]=[CH:4][CH:3]=1.[H-].[Na+].[F:25][C:26]1[CH:34]=[CH:33][C:29]([C:30](Cl)=[O:31])=[CH:28][CH:27]=1. The catalyst is CN(C)C=O. The product is [CH2:1]([NH:8][C:9]([C:11]1[S:15][C:14]([N:16]2[CH2:20][CH2:19][N:18]([C:30](=[O:31])[C:29]3[CH:33]=[CH:34][C:26]([F:25])=[CH:27][CH:28]=3)[C:17]2=[O:21])=[N:13][C:12]=1[CH3:22])=[O:10])[C:2]1[CH:7]=[CH:6][CH:5]=[CH:4][CH:3]=1. The yield is 0.230.